This data is from Forward reaction prediction with 1.9M reactions from USPTO patents (1976-2016). The task is: Predict the product of the given reaction. (1) Given the reactants [C:1]([CH2:3][C@@H:4]([OH:16])[CH2:5][C@@H:6]([OH:15])[CH2:7][C:8]([O:10][C:11]([CH3:14])([CH3:13])[CH3:12])=[O:9])#[N:2].C(C[C@H](O)C[C@@H](O)CC(OC(C)(C)C)=O)#N, predict the reaction product. The product is: [C:1]([CH2:3][C@@H:4]([OH:16])[CH2:5][C:6](=[O:15])[CH2:7][C:8]([O:10][C:11]([CH3:12])([CH3:13])[CH3:14])=[O:9])#[N:2]. (2) Given the reactants Cl[C:2]1[N:7]=[C:6](Cl)[C:5]([Cl:9])=[CH:4][N:3]=1.[Cl:10][C:11]1[CH:17]=[CH:16][C:14]([NH2:15])=[CH:13][CH:12]=1.[CH3:18][C:19]1[CH:23]=[C:22]([CH3:24])[NH:21][N:20]=1, predict the reaction product. The product is: [Cl:9][C:5]1[C:6]([NH:15][C:14]2[CH:16]=[CH:17][C:11]([Cl:10])=[CH:12][CH:13]=2)=[N:7][C:2]([N:20]2[C:19]([CH3:18])=[CH:23][C:22]([CH3:24])=[N:21]2)=[N:3][CH:4]=1.